Dataset: HIV replication inhibition screening data with 41,000+ compounds from the AIDS Antiviral Screen. Task: Binary Classification. Given a drug SMILES string, predict its activity (active/inactive) in a high-throughput screening assay against a specified biological target. The molecule is c1ccc(CN2CCC3(N4CCOCC4)C(C2)N=NN3c2ccccc2)cc1. The result is 0 (inactive).